This data is from Full USPTO retrosynthesis dataset with 1.9M reactions from patents (1976-2016). The task is: Predict the reactants needed to synthesize the given product. (1) Given the product [Cl:1][C:2]1[CH:9]=[C:8]([I:33])[C:7]([O:10][CH3:11])=[CH:6][C:3]=1[CH:4]=[O:5], predict the reactants needed to synthesize it. The reactants are: [Cl:1][C:2]1[CH:9]=[CH:8][C:7]([O:10][CH3:11])=[CH:6][C:3]=1[CH:4]=[O:5].[B-](F)(F)(F)F.[B-](F)(F)(F)F.C1[N+]2(CCl)CC[N+](F)(CC2)C1.[I:33]I.C([O-])(O)=O.[Na+]. (2) Given the product [CH3:12][C:11]1[CH:10]=[C:9]([CH:18]=[O:19])[O:8][C:7]=1[CH3:6], predict the reactants needed to synthesize it. The reactants are: P(Cl)(Cl)(Cl)=O.[CH3:6][C:7]1[O:8][CH:9]=[CH:10][C:11]=1[CH3:12].[OH-].[Na+].CN([CH:18]=[O:19])C. (3) Given the product [F:1][C:2]1[CH:10]=[CH:9][C:8]([I:11])=[CH:7][C:3]=1[C:4]([Cl:12])=[O:5], predict the reactants needed to synthesize it. The reactants are: [F:1][C:2]1[CH:10]=[CH:9][C:8]([I:11])=[CH:7][C:3]=1[C:4](O)=[O:5].[Cl:12]CCl. (4) Given the product [Cl:1][C:2]1[CH:7]=[C:6]2[NH:8][C:9](=[O:27])[C@:10]3([CH:15]([CH:16]([CH3:18])[CH3:17])[CH2:14][C:13]([S:19][CH3:29])=[N:12][C@H:11]3[C:20]3[CH:25]=[CH:24][CH:23]=[C:22]([Cl:26])[CH:21]=3)[C:5]2=[CH:4][CH:3]=1, predict the reactants needed to synthesize it. The reactants are: [Cl:1][C:2]1[CH:7]=[C:6]2[NH:8][C:9](=[O:27])[C@:10]3([CH:15]([CH:16]([CH3:18])[CH3:17])[CH2:14][C:13](=[S:19])[NH:12][C@H:11]3[C:20]3[CH:25]=[CH:24][CH:23]=[C:22]([Cl:26])[CH:21]=3)[C:5]2=[CH:4][CH:3]=1.I[CH3:29]. (5) Given the product [ClH:20].[CH2:2]([O:9][C:10]1[CH:19]=[C:18]2[C:13]([C:14]([NH:28][C:27]3[CH:29]=[CH:30][C:24]([Br:23])=[CH:25][C:26]=3[F:31])=[N:15][CH:16]=[N:17]2)=[CH:12][C:11]=1[O:21][CH3:22])[C:3]1[CH:8]=[CH:7][CH:6]=[CH:5][CH:4]=1, predict the reactants needed to synthesize it. The reactants are: Cl.[CH2:2]([O:9][C:10]1[CH:19]=[C:18]2[C:13]([C:14]([Cl:20])=[N:15][CH:16]=[N:17]2)=[CH:12][C:11]=1[O:21][CH3:22])[C:3]1[CH:8]=[CH:7][CH:6]=[CH:5][CH:4]=1.[Br:23][C:24]1[CH:30]=[CH:29][C:27]([NH2:28])=[C:26]([F:31])[CH:25]=1.